This data is from Forward reaction prediction with 1.9M reactions from USPTO patents (1976-2016). The task is: Predict the product of the given reaction. The product is: [OH:1][C@H:2]([CH2:21][NH:22][C:23]([CH3:35])([CH3:36])[CH2:24][C:25]1[CH:34]=[CH:33][C:32]2[C:27](=[CH:28][CH:29]=[CH:30][CH:31]=2)[CH:26]=1)[CH2:3][O:4][CH:5]([C:7]1[CH:12]=[CH:11][CH:10]=[CH:9][C:8]=1[C:13]1[CH:40]=[CH:41][C:42]([C:44]([OH:46])=[O:45])=[CH:47][CH:48]=1)[CH3:6]. Given the reactants [OH:1][C@H:2]([CH2:21][NH:22][C:23]([CH3:36])([CH3:35])[CH2:24][C:25]1[CH:34]=[CH:33][C:32]2[C:27](=[CH:28][CH:29]=[CH:30][CH:31]=2)[CH:26]=1)[CH2:3][O:4][CH:5]([C:7]1[CH:12]=[CH:11][CH:10]=[CH:9][C:8]=1[C:13]1C=CC(C#N)=CC=1)[CH3:6].[OH-].[K+].O.[C:40](O)(=O)[CH2:41][C:42]([CH2:47][C:48](O)=O)([C:44]([OH:46])=[O:45])O, predict the reaction product.